This data is from Forward reaction prediction with 1.9M reactions from USPTO patents (1976-2016). The task is: Predict the product of the given reaction. Given the reactants C([O:8][N:9]1[C:14]2[N:15]=[CH:16][N:17]=[C:18]([CH2:19][CH3:20])[C:13]=2[C:12]([OH:21])=[CH:11][C:10]1=[O:22])C1C=CC=CC=1.Cl.C(O)(C(F)(F)F)=O, predict the reaction product. The product is: [CH2:19]([C:18]1[C:13]2[C:12]([OH:21])=[CH:11][C:10](=[O:22])[N:9]([OH:8])[C:14]=2[N:15]=[CH:16][N:17]=1)[CH3:20].